From a dataset of Catalyst prediction with 721,799 reactions and 888 catalyst types from USPTO. Predict which catalyst facilitates the given reaction. (1) Reactant: [CH:1]1([N:6]2[C:15]3[N:14]=[C:13]([NH:16][C:17]4[CH:22]=[CH:21][C:20]([OH:23])=[CH:19][CH:18]=4)[N:12]=[CH:11][C:10]=3[N:9]([CH3:24])[C:8](=[O:25])[C@H:7]2[CH2:26][CH3:27])[CH2:5][CH2:4][CH2:3][CH2:2]1.Br[CH2:29][CH2:30][C@H:31]([NH:40][C:41]([O:43][C:44]([CH3:47])([CH3:46])[CH3:45])=[O:42])[C:32]([O:34][CH:35]1[CH2:39][CH2:38][CH2:37][CH2:36]1)=[O:33].C([O-])([O-])=O.[K+].[K+]. Product: [C:44]([O:43][C:41]([NH:40][C@H:31]([C:32]([O:34][CH:35]1[CH2:36][CH2:37][CH2:38][CH2:39]1)=[O:33])[CH2:30][CH2:29][O:23][C:20]1[CH:19]=[CH:18][C:17]([NH:16][C:13]2[N:12]=[CH:11][C:10]3[N:9]([CH3:24])[C:8](=[O:25])[C@@H:7]([CH2:26][CH3:27])[N:6]([CH:1]4[CH2:2][CH2:3][CH2:4][CH2:5]4)[C:15]=3[N:14]=2)=[CH:22][CH:21]=1)=[O:42])([CH3:45])([CH3:46])[CH3:47]. The catalyst class is: 31. (2) Reactant: [NH2:1][C:2]1[CH:3]=[C:4]([C:8]([C:10]2[C:18]3[CH:17]=[N:16][CH:15]=[N:14][C:13]=3[N:12]([CH:19]([CH3:21])[CH3:20])[CH:11]=2)=[O:9])[CH:5]=[N:6][CH:7]=1.OC[C:24]1[CH:29]=[CH:28][C:27]([CH2:30][C:31]([OH:33])=O)=[CH:26][CH:25]=1.CN([C:37]([O:41]N1N=NC2C=CC=NC1=2)=[N+](C)C)C.F[P-](F)(F)(F)(F)F. Product: [OH:41][CH2:37][C:29]1[CH:28]=[C:27]([CH2:30][C:31]([NH:1][C:2]2[CH:7]=[N:6][CH:5]=[C:4]([C:8]([C:10]3[C:18]4[CH:17]=[N:16][CH:15]=[N:14][C:13]=4[N:12]([CH:19]([CH3:21])[CH3:20])[CH:11]=3)=[O:9])[CH:3]=2)=[O:33])[CH:26]=[CH:25][CH:24]=1. The catalyst class is: 17. (3) Reactant: [O:1]=[C:2]1[CH2:5][C:4]([C:8]2[CH:9]=[N:10][CH:11]=[C:12]([C:14]([F:17])([F:16])[F:15])[CH:13]=2)([C:6]#[N:7])[CH2:3]1.[CH2:18](O)[CH2:19][OH:20].Cl[Si](C)(C)C.C([O-])(O)=O.[Na+]. Product: [F:16][C:14]([F:17])([F:15])[C:12]1[CH:13]=[C:8]([C:4]2([C:6]#[N:7])[CH2:3][C:2]3([O:20][CH2:19][CH2:18][O:1]3)[CH2:5]2)[CH:9]=[N:10][CH:11]=1. The catalyst class is: 4. (4) Reactant: [CH3:1][O:2][C:3]1[CH:8]=[C:7]([N+:9]([O-])=O)[CH:6]=[CH:5][C:4]=1[N:12]1[CH2:16][CH2:15][C@@H:14]([O:17][Si:18]([CH:25]([CH3:27])[CH3:26])([CH:22]([CH3:24])[CH3:23])[CH:19]([CH3:21])[CH3:20])[CH2:13]1. Product: [CH3:1][O:2][C:3]1[CH:8]=[C:7]([NH2:9])[CH:6]=[CH:5][C:4]=1[N:12]1[CH2:16][CH2:15][C@@H:14]([O:17][Si:18]([CH:22]([CH3:24])[CH3:23])([CH:25]([CH3:27])[CH3:26])[CH:19]([CH3:21])[CH3:20])[CH2:13]1. The catalyst class is: 50. (5) Reactant: [NH2:1][C@@H:2]([CH2:6][CH2:7][C:8]([NH:10][CH2:11][CH2:12][O:13][C@H:14]1[O:33][C@H:32]([CH2:34][O:35][C@H:36]2[O:44][C@H:43]([CH2:45][OH:46])[C@@H:41]([OH:42])[C@H:39]([OH:40])[C@@H:37]2[OH:38])[C@@H:30]([OH:31])[C@H:17]([O:18][C@H:19]2[O:27][C@H:26]([CH2:28][OH:29])[C@@H:24]([OH:25])[C@H:22]([OH:23])[C@@H:20]2[OH:21])[C@@H:15]1[OH:16])=[O:9])[C:3]([OH:5])=[O:4].[O:47]=[C:48]([NH:62][CH2:63][CH2:64][O:65][C@@H:66]1[O:74][C@@H:73]([CH3:75])[C@@H:71]([OH:72])[C@@H:69]([OH:70])[C@@H:67]1[OH:68])[CH2:49][CH2:50][CH2:51][C:52](ON1C(=O)CCC1=O)=[O:53].C(OC(=O)CCCCC(O)=O)C1C=CC=CC=1. Product: [C@H:19]1([O:18][C@H:17]2[C@H:30]([OH:31])[C@@H:32]([CH2:34][O:35][C@H:36]3[O:44][C@H:43]([CH2:45][OH:46])[C@@H:41]([OH:42])[C@H:39]([OH:40])[C@@H:37]3[OH:38])[O:33][C@H:14]([O:13][CH2:12][CH2:11][NH:10][C:8](=[O:9])[CH2:7][CH2:6][C@H:2]([NH:1][C:52](=[O:53])[CH2:51][CH2:50][CH2:49][C:48](=[O:47])[NH:62][CH2:63][CH2:64][O:65][C@@H:66]3[O:74][C@@H:73]([CH3:75])[C@@H:71]([OH:72])[C@@H:69]([OH:70])[C@@H:67]3[OH:68])[C:3]([OH:5])=[O:4])[C@H:15]2[OH:16])[O:27][C@H:26]([CH2:28][OH:29])[C@@H:24]([OH:25])[C@H:22]([OH:23])[C@@H:20]1[OH:21]. The catalyst class is: 3. (6) Reactant: [C:1]1([CH2:7][C:8](Cl)=[O:9])[CH:6]=[CH:5][CH:4]=[CH:3][CH:2]=1.[Pb](SC#N)[S:12][C:13]#[N:14]. Product: [C:1]1([CH2:7][C:8]([N:14]=[C:13]=[S:12])=[O:9])[CH:6]=[CH:5][CH:4]=[CH:3][CH:2]=1. The catalyst class is: 11. (7) Reactant: [CH:1]([C@@H:3]1[CH2:8][C@H:7]([N:9]([C:14]([C:16]2[N:17]=[N:18][N:19]([C:27]3[CH:32]=[CH:31][CH:30]=[CH:29][C:28]=3[CH3:33])[C:20]=2[CH2:21][O:22][CH2:23][CH2:24][O:25][CH3:26])=[O:15])[CH2:10][CH:11]([CH3:13])[CH3:12])[CH2:6][N:5]([C:34]([O:36][C:37]([CH3:40])([CH3:39])[CH3:38])=[O:35])[CH2:4]1)=[O:2].[CH3:41][Mg]Br.[Cl-].[NH4+]. Product: [OH:2][CH:1]([C@@H:3]1[CH2:8][C@H:7]([N:9]([C:14]([C:16]2[N:17]=[N:18][N:19]([C:27]3[CH:32]=[CH:31][CH:30]=[CH:29][C:28]=3[CH3:33])[C:20]=2[CH2:21][O:22][CH2:23][CH2:24][O:25][CH3:26])=[O:15])[CH2:10][CH:11]([CH3:12])[CH3:13])[CH2:6][N:5]([C:34]([O:36][C:37]([CH3:38])([CH3:40])[CH3:39])=[O:35])[CH2:4]1)[CH3:41]. The catalyst class is: 1. (8) Reactant: [Cl:1][C:2]1[CH:20]=[C:19]([F:21])[C:18]([N:22]2[C:27](=[O:28])[CH:26]=[C:25]([C:29]([F:32])([F:31])[F:30])[N:24]([CH3:33])[C:23]2=[O:34])=[CH:17][C:3]=1[O:4][C:5]1[C:6]([O:11][CH2:12][C:13]([O:15][CH3:16])=[O:14])=[N:7][CH:8]=[CH:9][CH:10]=1.C(=O)([O-])[O-].[Na+].[Na+].[CH2:41](O)[CH2:42][CH2:43][CH2:44]C. Product: [Cl:1][C:2]1[CH:20]=[C:19]([F:21])[C:18]([N:22]2[C:27](=[O:28])[CH:26]=[C:25]([C:29]([F:32])([F:31])[F:30])[N:24]([CH3:33])[C:23]2=[O:34])=[CH:17][C:3]=1[O:4][C:5]1[C:6]([O:11][CH2:12][C:13]([O:15][CH2:16][CH2:41][CH2:42][CH2:43][CH3:44])=[O:14])=[N:7][CH:8]=[CH:9][CH:10]=1. The catalyst class is: 6.